From a dataset of CYP3A4 inhibition data for predicting drug metabolism from PubChem BioAssay. Regression/Classification. Given a drug SMILES string, predict its absorption, distribution, metabolism, or excretion properties. Task type varies by dataset: regression for continuous measurements (e.g., permeability, clearance, half-life) or binary classification for categorical outcomes (e.g., BBB penetration, CYP inhibition). Dataset: cyp3a4_veith. (1) The drug is Cc1ccc(C(=O)N/C(=C\c2ccc([N+](=O)[O-])cc2)C(=O)NCCc2ccccc2)cc1. The result is 1 (inhibitor). (2) The result is 0 (non-inhibitor). The compound is Cc1ccc(CS(=O)(=O)CCC(=O)N2CCOCC2)cc1.